This data is from Forward reaction prediction with 1.9M reactions from USPTO patents (1976-2016). The task is: Predict the product of the given reaction. (1) Given the reactants [CH2:1]([N:3]1[C:11]2[CH:10]=[C:9]([C:12]([O:14]C)=[O:13])[CH:8]=[C:7]3[N:16]([CH3:22])[S:17](=[O:21])(=[O:20])[CH2:18][CH2:19][C:5]([C:6]=23)=[CH:4]1)[CH3:2].[OH-].[Na+], predict the reaction product. The product is: [CH2:1]([N:3]1[C:11]2[CH:10]=[C:9]([C:12]([OH:14])=[O:13])[CH:8]=[C:7]3[N:16]([CH3:22])[S:17](=[O:20])(=[O:21])[CH2:18][CH2:19][C:5]([C:6]=23)=[CH:4]1)[CH3:2]. (2) Given the reactants [CH2:1]([O:3][C:4](=[O:28])[CH2:5][C:6]1[CH:11]=[CH:10][C:9]([O:12][CH3:13])=[C:8]([O:14][C:15]2[CH:20]=[CH:19][C:18]([N+:21]([O-:23])=[O:22])=[CH:17][C:16]=2[CH2:24][NH:25][CH2:26][CH3:27])[CH:7]=1)[CH3:2].[C:29](Cl)(=[O:31])[CH3:30], predict the reaction product. The product is: [CH2:1]([O:3][C:4](=[O:28])[CH2:5][C:6]1[CH:11]=[CH:10][C:9]([O:12][CH3:13])=[C:8]([O:14][C:15]2[CH:20]=[CH:19][C:18]([N+:21]([O-:23])=[O:22])=[CH:17][C:16]=2[CH2:24][N:25]([C:29](=[O:31])[CH3:30])[CH2:26][CH3:27])[CH:7]=1)[CH3:2]. (3) Given the reactants [C:1]([C:4]12[CH2:11][CH2:10][C:7]([NH:12][CH2:13][C:14]([N:16]3[CH2:20][C@@H:19]([F:21])[CH2:18][C@H:17]3[C:22]#[N:23])=[O:15])([CH2:8][CH2:9]1)[CH2:6][CH2:5]2)([OH:3])=[O:2].[Cl:24][C:25]1[CH:32]=[CH:31][C:28]([CH2:29]Br)=[CH:27][CH:26]=1, predict the reaction product. The product is: [Cl:24][C:25]1[CH:32]=[CH:31][C:28]([CH2:29][O:2][C:1]([C:4]23[CH2:11][CH2:10][C:7]([NH:12][CH2:13][C:14]([N:16]4[CH2:20][C@@H:19]([F:21])[CH2:18][C@H:17]4[C:22]#[N:23])=[O:15])([CH2:8][CH2:9]2)[CH2:6][CH2:5]3)=[O:3])=[CH:27][CH:26]=1. (4) Given the reactants C(OC([N:8]1[CH2:13][CH2:12][CH2:11][CH2:10][CH:9]1[C:14]1[O:18][N:17]=[C:16]([C:19]2[CH:24]=[CH:23][CH:22]=[C:21]([C:25]#[N:26])[CH:20]=2)[N:15]=1)=O)(C)(C)C, predict the reaction product. The product is: [NH:8]1[CH2:13][CH2:12][CH2:11][CH2:10][CH:9]1[C:14]1[O:18][N:17]=[C:16]([C:19]2[CH:20]=[C:21]([CH:22]=[CH:23][CH:24]=2)[C:25]#[N:26])[N:15]=1. (5) The product is: [CH3:9][Si:8]([O:5][C:1](=[O:6])/[CH:2]=[CH:3]/[CH3:4])([CH3:11])[CH3:10]. Given the reactants [C:1]([OH:6])(=[O:5])[CH:2]=[CH:3][CH3:4].Cl[Si:8]([CH3:11])([CH3:10])[CH3:9], predict the reaction product. (6) Given the reactants [Cl:1][C:2]1[C:3]([C:17]([OH:20])([CH3:19])[CH3:18])=[N:4][CH:5]=[C:6]([CH2:8][O:9][Si](C(C)(C)C)(C)C)[CH:7]=1.CCCC[N+](CCCC)(CCCC)CCCC.[F-], predict the reaction product. The product is: [Cl:1][C:2]1[C:3]([C:17]([OH:20])([CH3:18])[CH3:19])=[N:4][CH:5]=[C:6]([CH2:8][OH:9])[CH:7]=1. (7) Given the reactants [F:1][C:2]1[CH:20]=[CH:19][C:5]2[NH:6][C:7](=O)[C:8]3[C:13]4[CH:14]=[CH:15][CH:16]=[CH:17][C:12]=4[S:11][C:9]=3[S:10][C:4]=2[CH:3]=1.P(Cl)(Cl)(Cl)=O.CN(C)C1C=CC=CC=1.[CH3:35][N:36]1[CH2:41][CH2:40][NH:39][CH2:38][CH2:37]1, predict the reaction product. The product is: [F:1][C:2]1[CH:20]=[CH:19][C:5]2[N:6]=[C:7]([N:39]3[CH2:40][CH2:41][N:36]([CH3:35])[CH2:37][CH2:38]3)[C:8]3[C:13]4[CH:14]=[CH:15][CH:16]=[CH:17][C:12]=4[S:11][C:9]=3[S:10][C:4]=2[CH:3]=1. (8) Given the reactants Br[CH2:2][C:3]([C:5]1[CH:10]=[CH:9][CH:8]=[CH:7][CH:6]=1)=[O:4].[C:11]([C:14]1[CH:24]=[CH:23][C:17]([C:18]([O:20][CH2:21][CH3:22])=[O:19])=[CH:16][CH:15]=1)(=[O:13])[CH3:12], predict the reaction product. The product is: [CH2:21]([O:20][C:18](=[O:19])[C:17]1[CH:23]=[CH:24][C:14]([C:11](=[O:13])[CH2:12][CH2:2][C:3](=[O:4])[C:5]2[CH:10]=[CH:9][CH:8]=[CH:7][CH:6]=2)=[CH:15][CH:16]=1)[CH3:22]. (9) Given the reactants C(OC([N:8]1[CH2:13][CH2:12][CH2:11][CH:10]([C:14]2[N:18]=[C:17]([C:19]3[NH:20][CH:21]=[CH:22][N:23]=3)[O:16][N:15]=2)[CH2:9]1)=O)(C)(C)C.[C:24]([OH:30])([C:26]([F:29])([F:28])[F:27])=[O:25], predict the reaction product. The product is: [F:27][C:26]([F:29])([F:28])[C:24]([OH:30])=[O:25].[NH:20]1[CH:21]=[CH:22][N:23]=[C:19]1[C:17]1[O:16][N:15]=[C:14]([CH:10]2[CH2:11][CH2:12][CH2:13][NH:8][CH2:9]2)[N:18]=1.